Dataset: Reaction yield outcomes from USPTO patents with 853,638 reactions. Task: Predict the reaction yield, written as a fraction of the theoretical maximum amount of product (1.0 means a 100% yield; for example, 0.34 means a 34% yield). (1) The reactants are Br[C:2]1[CH:10]=[CH:9][CH:8]=[C:7]2[C:3]=1[C:4]1([C:25]3=[CH:26][C:27]4[O:31][CH2:30][O:29][C:28]=4[CH:32]=[C:24]3[O:23][CH2:22]1)[C:5](=[O:21])[N:6]2[CH2:11][C:12]1[O:13][C:14]([C:17]([F:20])([F:19])[F:18])=[CH:15][CH:16]=1.[Cl-].[Li+].[CH3:35][Sn](C)(C)C. The catalyst is C1C=CC(/C=C/C(/C=C/C2C=CC=CC=2)=O)=CC=1.C1C=CC(/C=C/C(/C=C/C2C=CC=CC=2)=O)=CC=1.C1C=CC(/C=C/C(/C=C/C2C=CC=CC=2)=O)=CC=1.[Pd].[Pd].CN1CCCC1=O. The product is [CH3:35][C:2]1[CH:10]=[CH:9][CH:8]=[C:7]2[C:3]=1[C:4]1([C:25]3=[CH:26][C:27]4[O:31][CH2:30][O:29][C:28]=4[CH:32]=[C:24]3[O:23][CH2:22]1)[C:5](=[O:21])[N:6]2[CH2:11][C:12]1[O:13][C:14]([C:17]([F:19])([F:18])[F:20])=[CH:15][CH:16]=1. The yield is 0.160. (2) The reactants are [Cl:1][C:2]1[N:7]=[CH:6][C:5]([CH:8]([S:10][CH3:11])[CH3:9])=[CH:4][N:3]=1.[N:12]#[C:13][NH2:14].C(O)(=O)C.C(O)(=O)C.IC1C=CC=CC=1. The catalyst is C(Cl)Cl. The product is [Cl:1][C:2]1[N:3]=[CH:4][C:5]([CH:8]([S:10]([CH3:11])=[N:14][C:13]#[N:12])[CH3:9])=[CH:6][N:7]=1. The yield is 0.740. (3) The reactants are Br[C:2]1[N:7]=[C:6]([C:8]2[CH2:13][CH2:12][C:11]([CH3:15])([CH3:14])[CH2:10][CH:9]=2)[C:5]([NH:16][C:17]([C:19]2[N:20]([CH2:26][O:27][CH2:28][CH2:29][Si:30]([CH3:33])([CH3:32])[CH3:31])[CH:21]=[C:22]([C:24]#[N:25])[N:23]=2)=[O:18])=[CH:4][CH:3]=1.C([Sn](CCCC)(CCCC)[C:39]([O:41][CH2:42][CH3:43])=[CH2:40])CCC.CN(C=O)C. The catalyst is CCOC(C)=O.C1C=CC([P]([Pd]([P](C2C=CC=CC=2)(C2C=CC=CC=2)C2C=CC=CC=2)([P](C2C=CC=CC=2)(C2C=CC=CC=2)C2C=CC=CC=2)[P](C2C=CC=CC=2)(C2C=CC=CC=2)C2C=CC=CC=2)(C2C=CC=CC=2)C2C=CC=CC=2)=CC=1. The product is [CH3:14][C:11]1([CH3:15])[CH2:12][CH2:13][C:8]([C:6]2[C:5]([NH:16][C:17]([C:19]3[N:20]([CH2:26][O:27][CH2:28][CH2:29][Si:30]([CH3:33])([CH3:32])[CH3:31])[CH:21]=[C:22]([C:24]#[N:25])[N:23]=3)=[O:18])=[CH:4][CH:3]=[C:2]([C:39]([O:41][CH2:42][CH3:43])=[CH2:40])[N:7]=2)=[CH:9][CH2:10]1. The yield is 0.430. (4) The reactants are Cl[C:2]1[C:11]2[C:6](=[CH:7][CH:8]=[C:9]([I:12])[CH:10]=2)[N:5]=[CH:4][N:3]=1.[NH3:13]. The catalyst is CO. The product is [I:12][C:9]1[CH:10]=[C:11]2[C:6](=[CH:7][CH:8]=1)[N:5]=[CH:4][N:3]=[C:2]2[NH2:13]. The yield is 0.820. (5) The reactants are [N:1]1[C:10]2[CH:9]([NH:11][CH2:12][CH2:13][NH:14][C:15](=[O:21])[O:16][C:17]([CH3:20])([CH3:19])[CH3:18])[CH2:8][CH2:7][CH2:6][C:5]=2[CH:4]=[CH:3][CH:2]=1.[N:22]1[C:23]([CH:31]=O)=[CH:24][N:25]2[CH:30]=[CH:29][CH:28]=[CH:27][C:26]=12.C(O)(=O)C.C(O[BH-](OC(=O)C)OC(=O)C)(=O)C.[Na+].C(=O)([O-])[O-].[Na+].[Na+]. The catalyst is ClCCCl. The product is [N:22]1[C:23]([CH2:31][N:11]([CH:9]2[C:10]3[N:1]=[CH:2][CH:3]=[CH:4][C:5]=3[CH2:6][CH2:7][CH2:8]2)[CH2:12][CH2:13][NH:14][C:15](=[O:21])[O:16][C:17]([CH3:18])([CH3:20])[CH3:19])=[CH:24][N:25]2[CH:30]=[CH:29][CH:28]=[CH:27][C:26]=12. The yield is 0.290.